Dataset: Forward reaction prediction with 1.9M reactions from USPTO patents (1976-2016). Task: Predict the product of the given reaction. (1) The product is: [C:20]([C:24]1[CH:25]=[C:26]([NH:36][C:17](=[O:19])[CH2:16][C:13]2[CH:12]=[CH:11][C:10]([N:3]3[C:4]4=[N:5][CH:6]=[CH:7][CH:8]=[C:9]4[N:1]=[CH:2]3)=[CH:15][CH:14]=2)[N:27]([C:29]2[CH:34]=[CH:33][CH:32]=[CH:31][C:30]=2[CH3:35])[N:28]=1)([CH3:23])([CH3:22])[CH3:21]. Given the reactants [N:1]1[C:9]2[C:4](=[N:5][CH:6]=[CH:7][CH:8]=2)[N:3]([C:10]2[CH:15]=[CH:14][C:13]([CH2:16][C:17]([OH:19])=O)=[CH:12][CH:11]=2)[CH:2]=1.[C:20]([C:24]1[CH:25]=[C:26]([NH2:36])[N:27]([C:29]2[CH:34]=[CH:33][CH:32]=[CH:31][C:30]=2[CH3:35])[N:28]=1)([CH3:23])([CH3:22])[CH3:21], predict the reaction product. (2) The product is: [CH2:27]([O:26][C:23]([C:24]1[CH:30]=[CH:29][C:6]2[C:1](=[CH:2][CH:3]=[C:4]([CH:17]3[CH2:16][C:15]4[CH:14]=[CH:13][CH:12]=[CH:11][C:10]=4[C:9]([CH3:22])([CH3:8])[CH2:18]3)[CH:5]=2)[CH:7]=1)=[O:25])[CH3:28]. Given the reactants [C:1]1([CH3:7])[CH:6]=[CH:5][CH:4]=[CH:3][CH:2]=1.[CH3:8][C:9]1([CH3:22])[CH2:18][CH2:17][CH2:16][C:15]2[CH:14]=[C:13](B(O)O)[CH:12]=[CH:11][C:10]1=2.[C:23]([O:26][CH2:27][CH3:28])(=[O:25])[CH3:24].[CH3:29][CH2:30]CCCC, predict the reaction product.